Dataset: Catalyst prediction with 721,799 reactions and 888 catalyst types from USPTO. Task: Predict which catalyst facilitates the given reaction. (1) Reactant: [ClH:1].[CH3:2][N:3]([CH2:10][CH2:11][O:12][C:13]1[CH:26]=[CH:25][C:16]([CH2:17][CH:18]2[S:22][C:21](=[O:23])[NH:20][C:19]2=[O:24])=[CH:15][CH:14]=1)[C:4]1[CH:9]=[CH:8][CH:7]=[CH:6][N:5]=1. Product: [ClH:1].[CH3:2][N:3]([CH2:10][CH2:11][O:12][C:13]1[CH:26]=[CH:25][C:16]([CH2:17][CH:18]2[S:22][C:21](=[O:23])[NH:20][C:19]2=[O:24])=[CH:15][CH:14]=1)[C:4]1[CH:9]=[CH:8][CH:7]=[CH:6][N:5]=1. The catalyst class is: 41. (2) Reactant: C(O)C.[CH3:4][CH:5]1[CH2:10][CH2:9][CH2:8][CH:7]([CH3:11])[C:6]1=O.Cl.[NH2:14][OH:15]. Product: [CH3:4][C@H:5]1[CH2:10][CH2:9][CH2:8][C@@H:7]([CH3:11])[C:6]1=[N:14][OH:15].[CH3:4][C@H:5]1[CH2:10][CH2:9][CH2:8][C@H:7]([CH3:11])[C:6]1=[N:14][OH:15]. The catalyst class is: 17. (3) Reactant: [CH2:1]([NH:3][CH2:4][C:5]1[CH:10]=[CH:9][C:8]([CH2:11][N:12]2[CH2:17][CH2:16][N:15]([C:18]3[C:23]([C:24]([O:26][CH:27]([CH3:29])[CH3:28])=[O:25])=[CH:22][CH:21]=[CH:20][N:19]=3)[CH2:14][CH2:13]2)=[CH:7][CH:6]=1)[CH3:2].[CH:30]([C:32]1[CH:37]=[CH:36][C:35]([S:38]([N:41]([CH3:43])[CH3:42])(=[O:40])=[O:39])=[CH:34][CH:33]=1)=O.C(O)(=O)C.C([BH3-])#N.[Na+]. Product: [CH3:42][N:41]([CH3:43])[S:38]([C:35]1[CH:36]=[CH:37][C:32]([CH2:30][N:3]([CH2:4][C:5]2[CH:10]=[CH:9][C:8]([CH2:11][N:12]3[CH2:13][CH2:14][N:15]([C:18]4[C:23]([C:24]([O:26][CH:27]([CH3:28])[CH3:29])=[O:25])=[CH:22][CH:21]=[CH:20][N:19]=4)[CH2:16][CH2:17]3)=[CH:7][CH:6]=2)[CH2:1][CH3:2])=[CH:33][CH:34]=1)(=[O:40])=[O:39]. The catalyst class is: 5. (4) Reactant: [C:1]([C@H:5]1[CH2:10][CH2:9][C@H:8]([O:11][C:12]2[CH:13]=[C:14]3[C:19](=[CH:20][CH:21]=2)[CH:18]=[C:17]([CH2:22][NH:23][C:24]24[CH2:31][CH2:30][C:27]([C:32]([O:34]CC)=[O:33])([CH2:28][CH2:29]2)[CH:26]([OH:37])[CH2:25]4)[CH:16]=[CH:15]3)[CH2:7][CH2:6]1)([CH3:4])([CH3:3])[CH3:2].[OH-].[Na+].Cl. Product: [C:1]([C@H:5]1[CH2:10][CH2:9][C@H:8]([O:11][C:12]2[CH:13]=[C:14]3[C:19](=[CH:20][CH:21]=2)[CH:18]=[C:17]([CH2:22][NH:23][C:24]24[CH2:29][CH2:28][C:27]([C:32]([OH:34])=[O:33])([CH2:30][CH2:31]2)[CH:26]([OH:37])[CH2:25]4)[CH:16]=[CH:15]3)[CH2:7][CH2:6]1)([CH3:4])([CH3:2])[CH3:3]. The catalyst class is: 88. (5) Reactant: [CH3:1][C:2]1[O:6][N:5]=[C:4]([C:7]2[CH:12]=[CH:11][CH:10]=[CH:9][N:8]=2)[C:3]=1[CH2:13][OH:14].[CH3:15][O:16][C:17]([C:19]1[CH:24]=[CH:23][C:22](O)=[CH:21][N:20]=1)=[O:18].C1(P(C2C=CC=CC=2)C2C=CC=CC=2)C=CC=CC=1.N(C(OCC)=O)=NC(OCC)=O. Product: [CH3:15][O:16][C:17]([C:19]1[CH:24]=[CH:23][C:22]([O:14][CH2:13][C:3]2[C:4]([C:7]3[CH:12]=[CH:11][CH:10]=[CH:9][N:8]=3)=[N:5][O:6][C:2]=2[CH3:1])=[CH:21][N:20]=1)=[O:18]. The catalyst class is: 1. (6) Reactant: [CH2:1]([OH:23])[CH2:2][CH2:3]CCCCCCCCCCCCCCCCCCC.C(N=C=O)CCCCCN=C=[O:32].C1C=C(C[N:43]=[C:44]=[O:45])C=C(CN=C=O)C=1.C([O-])(=O)CCCCCCCCCCC.C([Sn+2]CCCC)CCC.C([O-])(=O)CCCCCCCCCCC.C(OCCO)(=O)C=C.COC1C=CC(O)=CC=1. Product: [C:1]([OH:23])(=[O:32])[CH:2]=[CH2:3].[NH2:43][C:44]([O:23][CH2:1][CH3:2])=[O:45]. The catalyst class is: 11.